From a dataset of Full USPTO retrosynthesis dataset with 1.9M reactions from patents (1976-2016). Predict the reactants needed to synthesize the given product. Given the product [NH:8]1[CH2:11][CH:10]([N:12]2[CH2:16][CH2:15][CH2:14][C:13]2=[O:17])[CH2:9]1, predict the reactants needed to synthesize it. The reactants are: C(OC([N:8]1[CH2:11][CH:10]([N:12]2[CH2:16][CH2:15][CH2:14][C:13]2=[O:17])[CH2:9]1)=O)(C)(C)C.C(O)(C(F)(F)F)=O.